Predict the product of the given reaction. From a dataset of Forward reaction prediction with 1.9M reactions from USPTO patents (1976-2016). (1) Given the reactants [Br:1][C:2]1[N:3]=[CH:4][C:5](=[O:9])[N:6]([CH3:8])[CH:7]=1.C1(C)C=CC(S([CH2:19][N+:20]#[C-:21])(=O)=O)=CC=1.[H-].[Na+], predict the reaction product. The product is: [Br:1][C:2]1[N:3]2[CH:19]=[N:20][CH:21]=[C:4]2[C:5](=[O:9])[N:6]([CH3:8])[CH:7]=1. (2) Given the reactants [CH2:1]([N:8]1[CH2:12][CH2:11][N:10]([C:13]2[S:14][C:15]([C:19]([OH:21])=O)=[C:16]([CH3:18])[N:17]=2)[C:9]1=[O:22])[C:2]1[CH:7]=[CH:6][CH:5]=[CH:4][CH:3]=1.C1(CN2CCN(C3SC(C(O)=O)=C(C)N=3)C2=O)CCCCC1.[NH2:45][CH2:46][C:47]1[CH:48]=[N:49][CH:50]=[CH:51][CH:52]=1, predict the reaction product. The product is: [CH:2]1([CH2:1][N:8]2[CH2:12][CH2:11][N:10]([C:13]3[S:14][C:15]([C:19]([NH:45][CH2:46][C:47]4[CH:48]=[N:49][CH:50]=[CH:51][CH:52]=4)=[O:21])=[C:16]([CH3:18])[N:17]=3)[C:9]2=[O:22])[CH2:3][CH2:4][CH2:5][CH2:6][CH2:7]1. (3) Given the reactants [Cl:1][C:2]1[N:7]=[CH:6][C:5]([CH2:8][NH:9][C:10]([C:12]2([C:18]#[N:19])[CH2:17][CH2:16][NH:15][CH2:14][CH2:13]2)=[O:11])=[CH:4][CH:3]=1.Cl[C:21]1[C:22]2[CH:29]=[CH:28][NH:27][C:23]=2[N:24]=[CH:25][N:26]=1.C(N(CC)CC)C, predict the reaction product. The product is: [Cl:1][C:2]1[N:7]=[CH:6][C:5]([CH2:8][NH:9][C:10]([C:12]2([C:18]#[N:19])[CH2:13][CH2:14][N:15]([C:21]3[C:22]4[CH:29]=[CH:28][NH:27][C:23]=4[N:24]=[CH:25][N:26]=3)[CH2:16][CH2:17]2)=[O:11])=[CH:4][CH:3]=1. (4) Given the reactants [F:1][C:2]1[CH:7]=[CH:6][C:5]([NH:8][C:9]([N:11]2[CH2:16][CH2:15][NH:14][CH2:13][CH2:12]2)=[O:10])=[CH:4][CH:3]=1.[N:17]1[C:26]2[C:21](=[CH:22][CH:23]=[CH:24][CH:25]=2)[CH:20]=[CH:19][C:18]=1[CH:27]=O, predict the reaction product. The product is: [F:1][C:2]1[CH:3]=[CH:4][C:5]([NH:8][C:9]([N:11]2[CH2:12][CH2:13][N:14]([CH2:27][C:18]3[CH:19]=[CH:20][C:21]4[C:26](=[CH:25][CH:24]=[CH:23][CH:22]=4)[N:17]=3)[CH2:15][CH2:16]2)=[O:10])=[CH:6][CH:7]=1. (5) Given the reactants CO.C1COCC1.[CH2:8]([O:10][C:11]([C:13]1[S:17][C:16](S(C)(=O)=O)=[N:15][C:14]=1[NH2:22])=[O:12])[CH3:9].[BH4-].[Na+], predict the reaction product. The product is: [CH2:8]([O:10][C:11]([C:13]1[S:17][CH:16]=[N:15][C:14]=1[NH2:22])=[O:12])[CH3:9]. (6) Given the reactants [OH:1][C:2]1[C:7]([O:8][CH3:9])=[C:6]([O:10][CH3:11])[CH:5]=[CH:4][C:3]=1[C:12]1[CH:13]=[C:14]2[C:18](=[CH:19][CH:20]=1)[C:17](=[O:21])[O:16][CH2:15]2.Br[CH2:23][C:24]1([CH2:28][OH:29])[CH2:27][O:26][CH2:25]1.C([O-])([O-])=O.[K+].[K+].[CH2:36]([N:38]=[C:39]=[O:40])[CH3:37], predict the reaction product. The product is: [CH3:9][O:8][C:7]1[C:6]([O:10][CH3:11])=[CH:5][CH:4]=[C:3]([C:12]2[CH:13]=[C:14]3[C:18](=[CH:19][CH:20]=2)[C:17](=[O:21])[O:16][CH2:15]3)[C:2]=1[O:1][CH2:23][C:24]1([CH2:28][O:29][C:39](=[O:40])[NH:38][CH2:36][CH3:37])[CH2:27][O:26][CH2:25]1.